Dataset: Peptide-MHC class II binding affinity with 134,281 pairs from IEDB. Task: Regression. Given a peptide amino acid sequence and an MHC pseudo amino acid sequence, predict their binding affinity value. This is MHC class II binding data. (1) The peptide sequence is KKKYFAATQFEPLAA. The MHC is HLA-DPA10201-DPB10501 with pseudo-sequence HLA-DPA10201-DPB10501. The binding affinity (normalized) is 0.683. (2) The peptide sequence is VCGMFTNRSGSQQ. The MHC is HLA-DQA10104-DQB10503 with pseudo-sequence HLA-DQA10104-DQB10503. The binding affinity (normalized) is 0.185.